Dataset: Reaction yield outcomes from USPTO patents with 853,638 reactions. Task: Predict the reaction yield, written as a fraction of the theoretical maximum amount of product (1.0 means a 100% yield; for example, 0.34 means a 34% yield). (1) The reactants are [C:1]1([OH:9])[CH:6]=[C:5]([CH3:7])[CH:4]=[C:3]([CH3:8])[CH:2]=1.[C:10](=O)([O-])[O-].[K+].[K+].CN(C=O)C.IC. The catalyst is O. The product is [CH3:10][O:9][C:1]1[CH:6]=[C:5]([CH3:7])[CH:4]=[C:3]([CH3:8])[CH:2]=1. The yield is 0.900. (2) The reactants are [Br:1][C:2]1[C:3]([CH3:10])=[C:4]([CH3:9])[C:5](=[O:8])[NH:6][CH:7]=1.[H-].[Na+].[CH3:13]I.[NH4+].[Cl-]. The catalyst is C1COCC1. The product is [Br:1][C:2]1[C:3]([CH3:10])=[C:4]([CH3:9])[C:5](=[O:8])[N:6]([CH3:13])[CH:7]=1. The yield is 0.800.